Dataset: Catalyst prediction with 721,799 reactions and 888 catalyst types from USPTO. Task: Predict which catalyst facilitates the given reaction. (1) Reactant: [CH2:1]([O:3][C:4]([CH:6]1[CH2:11][CH2:10][N:9]([C:12]2[CH:17]=[CH:16][C:15]([N+:18]([O-])=O)=[CH:14][CH:13]=2)[CH2:8][CH2:7]1)=[O:5])[CH3:2].[H][H]. Product: [CH2:1]([O:3][C:4]([CH:6]1[CH2:7][CH2:8][N:9]([C:12]2[CH:17]=[CH:16][C:15]([NH2:18])=[CH:14][CH:13]=2)[CH2:10][CH2:11]1)=[O:5])[CH3:2]. The catalyst class is: 19. (2) Reactant: [CH3:1][O:2][C:3](=[O:24])[CH:4]([N:11]1[CH2:16][CH2:15][N:14]([C:17]2[CH:22]=[CH:21][C:20]([NH2:23])=[CH:19][CH:18]=2)[CH2:13][CH2:12]1)[C:5]1[CH:10]=[CH:9][CH:8]=[CH:7][CH:6]=1.[C:25](O)(=[O:32])[C:26]1[CH:31]=[CH:30][CH:29]=[N:28][CH:27]=1.CN(C(ON1N=NC2C=CC=NC1=2)=[N+](C)C)C.F[P-](F)(F)(F)(F)F.CCN(C(C)C)C(C)C. Product: [CH3:1][O:2][C:3](=[O:24])[CH:4]([C:5]1[CH:6]=[CH:7][CH:8]=[CH:9][CH:10]=1)[N:11]1[CH2:12][CH2:13][N:14]([C:17]2[CH:18]=[CH:19][C:20]([NH:23][C:25]([C:26]3[CH:27]=[N:28][CH:29]=[CH:30][CH:31]=3)=[O:32])=[CH:21][CH:22]=2)[CH2:15][CH2:16]1. The catalyst class is: 18. (3) Reactant: [CH2:1]([Sn:5](Cl)([CH2:10][CH2:11][CH2:12][CH3:13])[CH2:6][CH2:7][CH2:8][CH3:9])[CH2:2][CH2:3][CH3:4].[CH3:15][O:16][C:17]1[CH:22]=[CH:21][C:20]([Mg]Br)=[CH:19][CH:18]=1. Product: [CH3:15][O:16][C:17]1[CH:22]=[CH:21][C:20]([Sn:5]([CH2:6][CH2:7][CH2:8][CH3:9])([CH2:10][CH2:11][CH2:12][CH3:13])[CH2:1][CH2:2][CH2:3][CH3:4])=[CH:19][CH:18]=1. The catalyst class is: 1.